This data is from Reaction yield outcomes from USPTO patents with 853,638 reactions. The task is: Predict the reaction yield, written as a fraction of the theoretical maximum amount of product (1.0 means a 100% yield; for example, 0.34 means a 34% yield). (1) The catalyst is C1COCC1.CO.CO.C(Cl)Cl. The yield is 0.880. The product is [O:1]1[C:5]2[CH:6]=[CH:7][C:8]([C:10]3[C:11]([C:15]4[CH:20]=[CH:19][CH:18]=[C:17]([CH3:21])[N:16]=4)=[N:12][N:13]([CH2:32][C:34]#[N:35])[CH:14]=3)=[CH:9][C:4]=2[O:3][CH2:2]1. The reactants are [O:1]1[C:5]2[CH:6]=[CH:7][C:8]([C:10]3[C:11]([C:15]4[CH:20]=[CH:19][CH:18]=[C:17]([CH3:21])[N:16]=4)=[N:12][NH:13][CH:14]=3)=[CH:9][C:4]=2[O:3][CH2:2]1.O1C2C=CC(C[C:32]([C:34]3C=CC=C(Br)[N:35]=3)=O)=CC=2OC1.C[O-].[Na+].BrCC#N. (2) The catalyst is [Pd].O. The product is [O:1]1[CH2:6][CH2:5][CH:4]([CH:7]2[CH2:12][CH2:11][CH:10]([OH:13])[CH2:9][CH2:8]2)[CH2:3][CH2:2]1. The reactants are [O:1]1[CH2:6][CH2:5][CH:4]([C:7]2[CH:12]=[CH:11][C:10]([OH:13])=[CH:9][CH:8]=2)[CH2:3][CH2:2]1.C([O-])=O.[Na+]. The yield is 0.920. (3) The reactants are Cl[C:2]1[CH:7]=[CH:6][CH:5]=[C:4]([N:8]2[C:12]([C:13]3[O:14][CH:15]=[CH:16][CH:17]=3)=[CH:11][C:10]([C:18]([F:21])([F:20])[F:19])=[N:9]2)[N:3]=1.[CH3:22][N:23](C=O)C. The catalyst is [C-]#N.[Zn+2].[C-]#N.C1C=CC([P]([Pd]([P](C2C=CC=CC=2)(C2C=CC=CC=2)C2C=CC=CC=2)([P](C2C=CC=CC=2)(C2C=CC=CC=2)C2C=CC=CC=2)[P](C2C=CC=CC=2)(C2C=CC=CC=2)C2C=CC=CC=2)(C2C=CC=CC=2)C2C=CC=CC=2)=CC=1. The product is [O:14]1[CH:15]=[CH:16][CH:17]=[C:13]1[C:12]1[N:8]([C:4]2[N:3]=[C:2]([C:22]#[N:23])[CH:7]=[CH:6][CH:5]=2)[N:9]=[C:10]([C:18]([F:21])([F:20])[F:19])[CH:11]=1. The yield is 0.119. (4) The reactants are [C:1]([C:3]1[N:7]2[CH:8]=[CH:9][CH:10]=[CH:11][C:6]2=[N:5][CH:4]=1)#[CH:2].N1C=C(C#C[C:23]2[CH:24]=[C:25]([CH:47]=[CH:48][C:49]=2[CH3:50])[C:26]([NH:28][C:29]2[CH:34]=[CH:33][C:32]([CH2:35][N:36]3[CH2:41][CH2:40][N:39]([CH3:42])[CH2:38][CH2:37]3)=[C:31]([C:43]([F:46])([F:45])[F:44])[CH:30]=2)=[O:27])N2C=CN=CC=12.N#N.C(N(CC)C(C)C)(C)C. The catalyst is [Cu]I.CN(C=O)C. The product is [N:5]1[CH:4]=[C:3]([C:1]#[C:2][C:48]2[CH:47]=[C:25]([CH:24]=[CH:23][C:49]=2[CH3:50])[C:26]([NH:28][C:29]2[CH:34]=[CH:33][C:32]([CH2:35][N:36]3[CH2:41][CH2:40][N:39]([CH3:42])[CH2:38][CH2:37]3)=[C:31]([C:43]([F:46])([F:45])[F:44])[CH:30]=2)=[O:27])[N:7]2[CH:8]=[CH:9][CH:10]=[CH:11][C:6]=12. The yield is 0.530. (5) The reactants are Cl[CH2:2][CH2:3][CH2:4][Si:5]([CH3:8])([CH3:7])[CH3:6].[O:9]=[CH:10][C:11]1[CH:19]=[CH:18][C:16]([OH:17])=[C:13]([O:14][CH3:15])[CH:12]=1.C(=O)([O-])[O-].[K+].[K+]. The catalyst is CN(C=O)C. The product is [CH3:15][O:14][C:13]1[CH:12]=[C:11]([CH:19]=[CH:18][C:16]=1[O:17][CH2:2][CH2:3][CH2:4][Si:5]([CH3:8])([CH3:7])[CH3:6])[CH:10]=[O:9]. The yield is 0.890. (6) The reactants are [O:1]1[C:5]2([CH2:10][CH2:9][CH:8]([OH:11])[CH2:7][CH2:6]2)[O:4][CH2:3][CH2:2]1.C(N(CC)CC)C.[CH3:19][C:20]1[CH:25]=[CH:24][C:23]([S:26](Cl)(=[O:28])=[O:27])=[CH:22][CH:21]=1. The catalyst is CN(C)C1C=CN=CC=1.C(Cl)Cl. The product is [O:1]1[C:5]2([CH2:10][CH2:9][CH:8]([O:11][S:26]([C:23]3[CH:24]=[CH:25][C:20]([CH3:19])=[CH:21][CH:22]=3)(=[O:28])=[O:27])[CH2:7][CH2:6]2)[O:4][CH2:3][CH2:2]1. The yield is 0.990. (7) The reactants are Br[C:2]1[S:6][C:5]([C:7]([O:9][CH2:10][CH3:11])=[O:8])=[C:4]([CH3:12])[CH:3]=1.BrC1C(C)=C(C(OCC)=O)SC=1.[Cu](C#N)[C:26]#[N:27]. The catalyst is CN(C)C=O. The product is [C:26]([C:2]1[S:6][C:5]([C:7]([O:9][CH2:10][CH3:11])=[O:8])=[C:4]([CH3:12])[CH:3]=1)#[N:27]. The yield is 0.380. (8) The reactants are Cl[C:2](Cl)([O:4]C(=O)OC(Cl)(Cl)Cl)Cl.[Cl:13][C:14]1[CH:21]=[CH:20][C:17]([CH2:18][NH2:19])=[CH:16][C:15]=1[C:22]([F:25])([F:24])[F:23].C(N(CC)CC)C. The catalyst is ClCCl. The product is [Cl:13][C:14]1[CH:21]=[CH:20][C:17]([CH2:18][N:19]=[C:2]=[O:4])=[CH:16][C:15]=1[C:22]([F:23])([F:24])[F:25]. The yield is 0.970. (9) The reactants are [CH3:1][O:2][C:3]1[CH:4]=[C:5]([C:11]2([C:17]#[N:18])[CH2:16][CH2:15][CH2:14][CH2:13][CH2:12]2)[CH:6]=[CH:7][C:8]=1[O:9][CH3:10].[N+:19]([O-])([OH:21])=[O:20]. The catalyst is CC(O)=O.CC(OC(C)=O)=O. The product is [CH3:10][O:9][C:8]1[C:3]([O:2][CH3:1])=[CH:4][C:5]([C:11]2([C:17]#[N:18])[CH2:12][CH2:13][CH2:14][CH2:15][CH2:16]2)=[C:6]([N+:19]([O-:21])=[O:20])[CH:7]=1. The yield is 0.290.